Binary Classification. Given a drug SMILES string, predict its activity (active/inactive) in a high-throughput screening assay against a specified biological target. From a dataset of Choline transporter screen with 302,306 compounds. (1) The compound is O1C2C(OC(OC2)c2occc2)C(O)C(NC(=O)C)C1Oc1c(OC)cccc1. The result is 0 (inactive). (2) The compound is S1C(CC(=O)Nc2c([N+]([O-])=O)cccc2)C(=O)Nc2c1cccc2. The result is 0 (inactive). (3) The molecule is S(c1n(CCC)c(=O)c2c(n1)cccc2)Cc1[nH]c(=O)c2c(c(sc2n1)C)C. The result is 0 (inactive). (4) The compound is s1c(CN(CCCN2CCN(CC2)C)C(=S)Nc2ccc(OC)cc2)ccc1. The result is 0 (inactive). (5) The molecule is S(=O)(=O)(c1ccc(N)cc1)c1ccc(N)cc1. The result is 0 (inactive). (6) The result is 0 (inactive). The molecule is S(CC(=O)N1C(CCCC1C)C)c1[nH]c2c(c(=O)n1)cccc2. (7) The drug is O(c1cc2CCN=C(c2cc1OC)c1cc([N+]([O-])=O)ccc1)C. The result is 0 (inactive).